Dataset: Full USPTO retrosynthesis dataset with 1.9M reactions from patents (1976-2016). Task: Predict the reactants needed to synthesize the given product. (1) Given the product [N+:1]([C:4]1[CH:12]=[CH:11][CH:10]=[C:9]2[C:5]=1[CH2:6][CH:7]=[CH:8]2)([O-:3])=[O:2], predict the reactants needed to synthesize it. The reactants are: [N+:1]([C:4]1[CH:12]=[CH:11][CH:10]=[C:9]2[C:5]=1[CH2:6][CH2:7][CH:8]2O)([O-:3])=[O:2].C1(C)C=CC(S(O)(=O)=O)=CC=1. (2) Given the product [ClH:42].[NH2:26][C@@H:18]([CH2:19][C:20]1[CH:25]=[CH:24][CH:23]=[CH:22][CH:21]=1)[C:17]([N:14]1[C:15]2[C:11](=[CH:10][CH:9]=[C:8]([C:5]3[CH:6]=[CH:7][C:2]([F:1])=[CH:3][CH:4]=3)[CH:16]=2)[CH2:12][CH2:13]1)=[O:34], predict the reactants needed to synthesize it. The reactants are: [F:1][C:2]1[CH:7]=[CH:6][C:5]([C:8]2[CH:16]=[C:15]3[C:11]([CH2:12][CH2:13][N:14]3[C:17](=[O:34])[C@@H:18]([NH:26]C(=O)OC(C)(C)C)[CH2:19][C:20]3[CH:25]=[CH:24][CH:23]=[CH:22][CH:21]=3)=[CH:10][CH:9]=2)=[CH:4][CH:3]=1.C(O)(C(F)(F)F)=O.[ClH:42]. (3) Given the product [CH:25]([O:27][C:28]12[CH2:37][CH:32]3[CH2:33][CH:34]([CH2:36][C:30]([OH:38])([CH2:31]3)[CH2:29]1)[CH2:35]2)=[CH2:26], predict the reactants needed to synthesize it. The reactants are: C(=O)([O-])[O-].[Na+].[Na+].C12(O)CC3CC(CC(O)(C3)C1)C2.C(OC=C)(=O)C.[CH:25]([O:27][C:28]12[CH2:37][CH:32]3[CH2:33][CH:34]([CH2:36][C:30]([O:38]C=C)([CH2:31]3)[CH2:29]1)[CH2:35]2)=[CH2:26]. (4) Given the product [CH2:1]([N:8]1[C:18](=[O:19])[CH2:17][O:14][CH2:13][C@@:9]1([CH3:15])[C:10]([OH:12])=[O:11])[C:2]1[CH:7]=[CH:6][CH:5]=[CH:4][CH:3]=1, predict the reactants needed to synthesize it. The reactants are: [CH2:1]([NH:8][C@@:9]([CH3:15])([CH2:13][OH:14])[C:10]([OH:12])=[O:11])[C:2]1[CH:7]=[CH:6][CH:5]=[CH:4][CH:3]=1.Cl[CH2:17][C:18](Cl)=[O:19]. (5) Given the product [NH2:4][C:5]1[C:6]([N+:16]([O-:18])=[O:17])=[C:7]([C:12]([Br:15])=[CH:13][CH:14]=1)[C:8]([O:10][CH3:11])=[O:9], predict the reactants needed to synthesize it. The reactants are: C([NH:4][C:5]1[C:6]([N+:16]([O-:18])=[O:17])=[C:7]([C:12]([Br:15])=[CH:13][CH:14]=1)[C:8]([O:10][CH3:11])=[O:9])(=O)C.C(=O)([O-])O.[Na+]. (6) Given the product [CH3:18][C:19]([CH3:24])([O:12][C:11]([NH:1][C@@H:2]1[CH2:7][CH2:6][C@H:5]([C:8]([OH:10])=[O:9])[CH2:4][CH2:3]1)=[O:14])[CH3:21], predict the reactants needed to synthesize it. The reactants are: [NH2:1][C@@H:2]1[CH2:7][CH2:6][C@H:5]([C:8]([OH:10])=[O:9])[CH2:4][CH2:3]1.[C:11](=[O:14])([O-])[O-:12].[Na+].[Na+].C(O)(=O)[CH2:18][C:19]([CH2:24]C(O)=O)([C:21](O)=O)O.